From a dataset of Reaction yield outcomes from USPTO patents with 853,638 reactions. Predict the reaction yield, written as a fraction of the theoretical maximum amount of product (1.0 means a 100% yield; for example, 0.34 means a 34% yield). (1) The reactants are [CH3:1][O:2][C:3]1[CH:8]=[C:7]([CH2:9][CH2:10][CH3:11])[CH:6]=[CH:5][C:4]=1[OH:12].[Na+].[I-].C([O-])([O-])=O.[K+].[K+].[S:21](Cl)([C:24]1[CH:30]=[CH:29][C:27]([CH3:28])=[CH:26][CH:25]=1)(=[O:23])=[O:22]. The catalyst is C(#N)C. The product is [CH3:28][C:27]1[CH:29]=[CH:30][C:24]([S:21]([O:12][C:4]2[CH:5]=[CH:6][C:7]([CH2:9][CH2:10][CH3:11])=[CH:8][C:3]=2[O:2][CH3:1])(=[O:23])=[O:22])=[CH:25][CH:26]=1. The yield is 0.660. (2) The reactants are C[O:2][C:3]([C:5]1[S:6][CH:7]=[C:8]([Br:10])[CH:9]=1)=[O:4].[OH-:11].[Na+].CO.O.Cl. The catalyst is C(OCC)(=O)C. The product is [Br:10][C:8]1[C:9]([OH:11])=[C:5]([C:3]([OH:2])=[O:4])[S:6][CH:7]=1. The yield is 0.694. (3) The reactants are [CH:1]1[C:6]([CH2:7][Cl:8])=[CH:5][CH:4]=[C:3](/[C:9](/Cl)=[N:10]\[OH:11])[CH:2]=1.CO[CH:15]=[CH:16][C:17]([O:19][CH3:20])=[O:18].C(N(CC)CC)C.O. The catalyst is ClCCl. The product is [Cl:8][CH2:7][C:6]1[CH:5]=[CH:4][C:3]([C:9]2[C:16]([C:17]([O:19][CH3:20])=[O:18])=[CH:15][O:11][N:10]=2)=[CH:2][CH:1]=1. The yield is 0.510. (4) The reactants are CN(C)C1C=CC=CC=1.P(Cl)(Cl)([Cl:12])=O.[Cl:15][C:16]1[CH:17]=[CH:18][C:19]2[NH:25][C:24]3[CH:26]=[CH:27][CH:28]=[CH:29][C:23]=3[C:22](=O)[NH:21][C:20]=2[CH:31]=1. The catalyst is C1(C)C=CC=CC=1. The product is [Cl:15][C:16]1[CH:17]=[CH:18][C:19]2[N:25]([Cl:12])[C:24]3[CH:26]=[CH:27][CH:28]=[CH:29][C:23]=3[CH:22]=[N:21][C:20]=2[CH:31]=1. The yield is 0.690. (5) The reactants are [CH3:1][C:2]1[C:6]([C:7]2[C:8](=[O:33])[NH:9][C:10](=[O:32])[N:11]([CH2:13][CH2:14][CH2:15][N:16]3[CH2:21][C@H:20]4[C@:18]([C:22]5[CH:27]=[CH:26][C:25]([C:28]([F:31])([F:30])[F:29])=[CH:24][CH:23]=5)([CH2:19]4)[CH2:17]3)[CH:12]=2)=[CH:5][S:4][N:3]=1.[ClH:34]. The catalyst is CCOCC. The yield is 0.840. The product is [ClH:34].[CH3:1][C:2]1[C:6]([C:7]2[C:8](=[O:33])[NH:9][C:10](=[O:32])[N:11]([CH2:13][CH2:14][CH2:15][N:16]3[CH2:21][C@H:20]4[C@:18]([C:22]5[CH:27]=[CH:26][C:25]([C:28]([F:31])([F:30])[F:29])=[CH:24][CH:23]=5)([CH2:19]4)[CH2:17]3)[CH:12]=2)=[CH:5][S:4][N:3]=1. (6) The reactants are [Cl:1][C:2]1[C:7]([C:8]2([CH3:11])[CH2:10][CH2:9]2)=[CH:6][C:5]([NH:12]C(=O)C)=[C:4]([O:16][CH3:17])[CH:3]=1.[OH-].[K+].C(O)C. The catalyst is O. The product is [Cl:1][C:2]1[C:7]([C:8]2([CH3:11])[CH2:9][CH2:10]2)=[CH:6][C:5]([NH2:12])=[C:4]([O:16][CH3:17])[CH:3]=1. The yield is 0.670. (7) The reactants are Br[C:2]1[CH:3]=[C:4]([NH:10][C:11]2[CH:16]=[C:15]([CH3:17])[N:14]=[CH:13][N:12]=2)[C:5](=[O:9])[N:6]([CH3:8])[CH:7]=1.[B:18]1([B:18]2[O:22][C:21]([CH3:24])([CH3:23])[C:20]([CH3:26])([CH3:25])[O:19]2)[O:22][C:21]([CH3:24])([CH3:23])[C:20]([CH3:26])([CH3:25])[O:19]1.CC(C1C=C(C(C)C)C(C2C=CC=CC=2P(C2CCCCC2)C2CCCCC2)=C(C(C)C)C=1)C.C([O-])(=O)C.[K+]. The catalyst is C1C=CC(/C=C/C(/C=C/C2C=CC=CC=2)=O)=CC=1.C1C=CC(/C=C/C(/C=C/C2C=CC=CC=2)=O)=CC=1.C1C=CC(/C=C/C(/C=C/C2C=CC=CC=2)=O)=CC=1.[Pd].[Pd].O1CCOCC1. The product is [CH3:8][N:6]1[CH:7]=[C:2]([B:18]2[O:22][C:21]([CH3:24])([CH3:23])[C:20]([CH3:26])([CH3:25])[O:19]2)[CH:3]=[C:4]([NH:10][C:11]2[CH:16]=[C:15]([CH3:17])[N:14]=[CH:13][N:12]=2)[C:5]1=[O:9]. The yield is 0.500. (8) The yield is 0.120. The product is [C:1]([C:4]1[C:12]2[S:11](=[O:33])[CH2:10][CH:9]([C:13]3[CH:18]=[CH:17][C:16]([CH:19]([CH3:20])[CH3:21])=[CH:15][CH:14]=3)[C:8]=2[C:7]([CH3:22])=[C:6]([NH:23][C:24](=[O:30])[CH2:25][C:26]([CH3:29])([CH3:28])[CH3:27])[C:5]=1[CH3:31])(=[O:3])[CH3:2]. The catalyst is ClCCl. The reactants are [C:1]([C:4]1[C:12]2[S:11][CH2:10][CH:9]([C:13]3[CH:18]=[CH:17][C:16]([CH:19]([CH3:21])[CH3:20])=[CH:15][CH:14]=3)[C:8]=2[C:7]([CH3:22])=[C:6]([NH:23][C:24](=[O:30])[CH2:25][C:26]([CH3:29])([CH3:28])[CH3:27])[C:5]=1[CH3:31])(=[O:3])[CH3:2].C(=O)([O-])[OH:33].[Na+].ClC1C=CC=C(C(OO)=O)C=1.S([O-])(O)=O.[Na+].